Dataset: Catalyst prediction with 721,799 reactions and 888 catalyst types from USPTO. Task: Predict which catalyst facilitates the given reaction. (1) Reactant: [F:1][C:2]([F:30])([F:29])[C:3]1[CH:28]=[CH:27][C:6]2[CH2:7][CH:8]3[CH2:16][N:15](C(OCC4C=CC=CC=4)=O)[CH2:14][CH2:13][N:9]3[S:10](=[O:12])(=[O:11])[C:5]=2[CH:4]=1.[H][H]. Product: [F:29][C:2]([F:1])([F:30])[C:3]1[CH:28]=[CH:27][C:6]2[CH2:7][CH:8]3[CH2:16][NH:15][CH2:14][CH2:13][N:9]3[S:10](=[O:11])(=[O:12])[C:5]=2[CH:4]=1. The catalyst class is: 19. (2) Reactant: I[C:2]1[CH:7]=[CH:6][N:5]=[CH:4][CH:3]=1.C([Li])(C)(C)C.[Br:13][C:14]1[CH:15]=[C:16]([C:21]([C:29]2[CH:34]=[CH:33][CH:32]=[C:31]([F:35])[C:30]=2[C:36]#[N:37])=[N:22]S(C(C)(C)C)=O)[CH:17]=[CH:18][C:19]=1[F:20].Cl. The catalyst class is: 1. Product: [Br:13][C:14]1[CH:15]=[C:16]([C:21]2([C:2]3[CH:7]=[CH:6][N:5]=[CH:4][CH:3]=3)[C:29]3[C:30](=[C:31]([F:35])[CH:32]=[CH:33][CH:34]=3)[C:36]([NH2:37])=[N:22]2)[CH:17]=[CH:18][C:19]=1[F:20]. (3) Reactant: Cl.O1CCCC1.[CH2:7]([O:14][C@@H:15]1[C@@H:21]([O:22][CH2:23][C:24]2[CH:29]=[CH:28][CH:27]=[CH:26][CH:25]=2)[C@H:20]([O:30][CH2:31][C:32]2[CH:37]=[CH:36][CH:35]=[CH:34][CH:33]=2)[C@@H:19]([CH2:38][O:39][CH2:40][C:41]2[CH:46]=[CH:45][CH:44]=[CH:43][CH:42]=2)[S:18][C:16]1([C:47]1[CH:52]=[CH:51][C:50]([Cl:53])=[C:49]([CH:54]2OCC[O:55]2)[CH:48]=1)[OH:17])[C:8]1[CH:13]=[CH:12][CH:11]=[CH:10][CH:9]=1. Product: [CH2:7]([O:14][C@@H:15]1[C@@H:21]([O:22][CH2:23][C:24]2[CH:25]=[CH:26][CH:27]=[CH:28][CH:29]=2)[C@H:20]([O:30][CH2:31][C:32]2[CH:37]=[CH:36][CH:35]=[CH:34][CH:33]=2)[C@@H:19]([CH2:38][O:39][CH2:40][C:41]2[CH:42]=[CH:43][CH:44]=[CH:45][CH:46]=2)[S:18][C:16]1([C:47]1[CH:52]=[CH:51][C:50]([Cl:53])=[C:49]([CH:54]=[O:55])[CH:48]=1)[OH:17])[C:8]1[CH:9]=[CH:10][CH:11]=[CH:12][CH:13]=1. The catalyst class is: 6.